Dataset: Retrosynthesis with 50K atom-mapped reactions and 10 reaction types from USPTO. Task: Predict the reactants needed to synthesize the given product. (1) The reactants are: CCOC(=O)c1nc(-c2ccc(Cl)cc2Cl)c(-c2ccc(Cl)cc2Cl)n1C.NC1CCCCC1. Given the product Cn1c(C(=O)NC2CCCCC2)nc(-c2ccc(Cl)cc2Cl)c1-c1ccc(Cl)cc1Cl, predict the reactants needed to synthesize it. (2) Given the product COC(=O)C(Cc1cccc(O)c1)NC(=O)[C@H](C)NC(=O)Cc1cccc([N+](=O)[O-])c1, predict the reactants needed to synthesize it. The reactants are: COC(=O)C(N)Cc1cccc(O)c1.C[C@H](NC(=O)Cc1cccc([N+](=O)[O-])c1)C(=O)O. (3) Given the product Cc1cc(F)ccc1-c1cc(N2C[C@H]3CCCN3C[C@@H]2CO)ncc1N(C)C(=O)C(C)(C)c1cc(C(F)(F)F)cc(C(F)(F)F)c1, predict the reactants needed to synthesize it. The reactants are: Cc1cc(F)ccc1-c1cc(Cl)ncc1N(C)C(=O)C(C)(C)c1cc(C(F)(F)F)cc(C(F)(F)F)c1.OC[C@H]1CN2CCC[C@@H]2CN1. (4) Given the product FC(F)(F)c1ccc(OC2CCCCO2)cc1, predict the reactants needed to synthesize it. The reactants are: C1=COCCC1.Oc1ccc(C(F)(F)F)cc1.